From a dataset of Forward reaction prediction with 1.9M reactions from USPTO patents (1976-2016). Predict the product of the given reaction. (1) Given the reactants [CH3:1][N:2]([CH3:16])[CH2:3][CH2:4][N:5]([CH3:15])[C:6]1[CH:11]=[CH:10][CH:9]=[CH:8][C:7]=1[N+:12]([O-:14])=[O:13].[S:17]([O:22]C)([O:20][CH3:21])(=[O:19])=[O:18], predict the reaction product. The product is: [CH3:21][O:20][S:17]([O-:22])(=[O:19])=[O:18].[CH3:1][N+:2]([CH3:21])([CH3:16])[CH2:3][CH2:4][N:5]([CH3:15])[C:6]1[CH:11]=[CH:10][CH:9]=[CH:8][C:7]=1[N+:12]([O-:14])=[O:13]. (2) Given the reactants [S:1]1[C:5]2[CH:6]=[CH:7][CH:8]=[CH:9][C:4]=2[N:3]=[C:2]1[CH:10]([CH2:17][C:18]1[CH:23]=[CH:22][C:21]([O:24]CC2C=CC=CC=2)=[CH:20][CH:19]=1)[CH2:11][C:12]([O:14][CH2:15][CH3:16])=[O:13].B(F)(F)F.CCOCC, predict the reaction product. The product is: [S:1]1[C:5]2[CH:6]=[CH:7][CH:8]=[CH:9][C:4]=2[N:3]=[C:2]1[CH:10]([CH2:17][C:18]1[CH:23]=[CH:22][C:21]([OH:24])=[CH:20][CH:19]=1)[CH2:11][C:12]([O:14][CH2:15][CH3:16])=[O:13]. (3) Given the reactants [OH:1][C:2]([C:23]1[S:24][CH:25]=[CH:26][CH:27]=1)([C:18]1[S:19][CH:20]=[CH:21][CH:22]=1)[C:3]([O:5][C@H:6]1[CH2:11][CH2:10][C@H:9]([N:12]([CH3:17])[CH2:13][CH2:14][NH:15][CH3:16])[CH2:8][CH2:7]1)=[O:4].[OH:28][CH2:29][C:30]1[CH:42]=[CH:41][C:33]([O:34][CH2:35][C:36](OCC)=[O:37])=[CH:32][CH:31]=1.[O-]S([O-])(=O)=O.[Mg+2], predict the reaction product. The product is: [OH:1][C:2]([C:18]1[S:19][CH:20]=[CH:21][CH:22]=1)([C:23]1[S:24][CH:25]=[CH:26][CH:27]=1)[C:3]([O:5][C@H:6]1[CH2:7][CH2:8][C@H:9]([N:12]([CH2:13][CH2:14][N:15]([C:36](=[O:37])[CH2:35][O:34][C:33]2[CH:41]=[CH:42][C:30]([CH2:29][OH:28])=[CH:31][CH:32]=2)[CH3:16])[CH3:17])[CH2:10][CH2:11]1)=[O:4]. (4) Given the reactants [F:1][C:2]1[CH:3]=[CH:4][C:5]2[N:6]([CH:8]=[C:9]([C:11]([NH:13][C@H:14]3[CH2:19][CH2:18][C@@H:17]([N:20]4[C:25](=[O:26])[C:24]5[CH:27]=[C:28]([F:31])[CH:29]=[N:30][C:23]=5[N:22]([C:32]5[CH:33]=[C:34]([C:38]6[CH:43]=[CH:42][C:41](C=O)=[CH:40][CH:39]=6)[CH:35]=[CH:36][CH:37]=5)[C:21]4=[O:46])[CH2:16][CH2:15]3)=[O:12])[N:10]=2)[CH:7]=1.[C:47]([NH:54][CH2:55][CH2:56][NH:57][CH3:58])([O:49][C:50]([CH3:53])([CH3:52])[CH3:51])=[O:48].[C:59](O[BH-](OC(=O)C)OC(=O)C)(=O)C.[Na+], predict the reaction product. The product is: [F:31][C:28]1[CH:29]=[N:30][C:23]2[N:22]([C:32]3[CH:33]=[C:34]([C:38]4[CH:39]=[CH:40][C:41]([CH2:58][NH:57][CH2:56][CH2:55][N:54]([CH3:59])[C:47](=[O:48])[O:49][C:50]([CH3:51])([CH3:52])[CH3:53])=[CH:42][CH:43]=4)[CH:35]=[CH:36][CH:37]=3)[C:21](=[O:46])[N:20]([C@H:17]3[CH2:18][CH2:19][C@@H:14]([NH:13][C:11]([C:9]4[N:10]=[C:5]5[CH:4]=[CH:3][C:2]([F:1])=[CH:7][N:6]5[CH:8]=4)=[O:12])[CH2:15][CH2:16]3)[C:25](=[O:26])[C:24]=2[CH:27]=1. (5) The product is: [CH3:16][N:11]1[C:12](=[O:15])[C:13]2[NH:14][C:6]([CH2:5][C:4]3[CH:3]=[C:2]([CH:21]=[CH:20][CH:19]=3)[C:22]#[N:23])=[N:7][C:8]=2[N:9]([CH3:18])[C:10]1=[O:17]. Given the reactants Br[C:2]1[CH:3]=[C:4]([CH:19]=[CH:20][CH:21]=1)[CH2:5][C:6]1[NH:14][C:13]2[C:12](=[O:15])[N:11]([CH3:16])[C:10](=[O:17])[N:9]([CH3:18])[C:8]=2[N:7]=1.[CH3:22][N:23](C=O)C, predict the reaction product. (6) Given the reactants [C:1]([OH:13])(=[O:12])[CH2:2][NH:3][C:4]([C:6]1[CH:11]=[CH:10][CH:9]=[CH:8][CH:7]=1)=[O:5].[CH2:14]([CH:16]([CH2:19][CH2:20][CH2:21][CH3:22])[CH2:17]O)[CH3:15].S(=O)(=O)(O)O, predict the reaction product. The product is: [CH2:14]([CH:16]([CH2:19][CH2:20][CH2:21][CH3:22])[CH2:17][O:12][C:1](=[O:13])[CH2:2][NH:3][C:4](=[O:5])[C:6]1[CH:7]=[CH:8][CH:9]=[CH:10][CH:11]=1)[CH3:15]. (7) Given the reactants [N+:1]([C:4]1[CH:9]=[CH:8][CH:7]=[CH:6][CH:5]=1)([O-])=O.NC1C=CC=CC=1.[CH:17](O)=[O:18], predict the reaction product. The product is: [CH:17]([NH:1][C:4]1[CH:9]=[CH:8][CH:7]=[CH:6][CH:5]=1)=[O:18].